Dataset: Full USPTO retrosynthesis dataset with 1.9M reactions from patents (1976-2016). Task: Predict the reactants needed to synthesize the given product. (1) Given the product [N:24]1([C:13]2[N:14]3[C:18]([N:19]=[C:11]4[CH2:10][CH2:9][NH:8][CH2:22][CH:21]([CH3:23])[C:12]=24)=[CH:17][CH:16]=[N:15]3)[CH2:27][CH2:26][CH2:25]1, predict the reactants needed to synthesize it. The reactants are: C(OC([N:8]1[CH2:22][CH:21]([CH3:23])[C:12]2=[C:13](O)[N:14]3[C:18]([N:19]=[C:11]2[CH2:10][CH2:9]1)=[CH:17][CH:16]=[N:15]3)=O)(C)(C)C.[NH:24]1[CH2:27][CH2:26][CH2:25]1. (2) The reactants are: [CH3:1][C:2]1[CH:7]=[CH:6][C:5]([C:8]2[C:9]([C:14]([O:16][C:17]([CH3:20])([CH3:19])[CH3:18])=[O:15])=[CH:10][CH:11]=[CH:12][CH:13]=2)=[CH:4][CH:3]=1.C1C(=O)N([Br:28])C(=O)C1.CC(N=NC(C#N)(C)C)(C#N)C. Given the product [Br:28][CH2:1][C:2]1[CH:7]=[CH:6][C:5]([C:8]2[C:9]([C:14]([O:16][C:17]([CH3:20])([CH3:19])[CH3:18])=[O:15])=[CH:10][CH:11]=[CH:12][CH:13]=2)=[CH:4][CH:3]=1, predict the reactants needed to synthesize it. (3) Given the product [CH3:29][N:30]([CH3:31])[C:26]([C:23]1[CH:22]=[C:21]([CH:9]2[C:10]3[N:16]4[N:17]=[C:18]([CH3:20])[S:19][C:15]4=[N:14][C:11]=3[CH2:12][CH2:13][N:8]2[C:6]([O:5][C:1]([CH3:3])([CH3:4])[CH3:2])=[O:7])[S:25][CH:24]=1)=[O:28], predict the reactants needed to synthesize it. The reactants are: [C:1]([O:5][C:6]([N:8]1[CH2:13][CH2:12][C:11]2[N:14]=[C:15]3[S:19][C:18]([CH3:20])=[N:17][N:16]3[C:10]=2[CH:9]1[C:21]1[S:25][CH:24]=[C:23]([C:26]([OH:28])=O)[CH:22]=1)=[O:7])([CH3:4])([CH3:3])[CH3:2].[CH3:29][NH:30][CH3:31]. (4) Given the product [CH2:25]([S:27]([N:2]1[CH2:7][CH2:6][CH:5]([C:8]2[C:16]3[C:11](=[C:12]([C:22]([NH2:24])=[O:23])[CH:13]=[C:14]([C:17]4[S:18][CH:19]=[CH:20][CH:21]=4)[CH:15]=3)[NH:10][N:9]=2)[CH2:4][CH2:3]1)(=[O:29])=[O:28])[CH3:26], predict the reactants needed to synthesize it. The reactants are: Cl.[NH:2]1[CH2:7][CH2:6][CH:5]([C:8]2[C:16]3[C:11](=[C:12]([C:22]([NH2:24])=[O:23])[CH:13]=[C:14]([C:17]4[S:18][CH:19]=[CH:20][CH:21]=4)[CH:15]=3)[NH:10][N:9]=2)[CH2:4][CH2:3]1.[CH2:25]([S:27](Cl)(=[O:29])=[O:28])[CH3:26].C(N(CC)CC)C.